The task is: Predict the reaction yield, written as a fraction of the theoretical maximum amount of product (1.0 means a 100% yield; for example, 0.34 means a 34% yield).. This data is from Reaction yield outcomes from USPTO patents with 853,638 reactions. (1) The reactants are C1CO[C:8]2[CH:7]=[CH:6][C:5]([NH:11][C:12]3[C:17]([F:18])=[CH:16][N:15]=[C:14]([NH:19][C:20]4[CH:25]=[CH:24][CH:23]=[C:22](O)[CH:21]=4)[N:13]=3)=[CH:4][C:3]=2[O:2]1.ClC1N=C(NC2C=CC=C(O)C=2)C(F)=CN=1.[S:43]1[C:47]2C=CC=CC=2[C:45](CN)=[CH:44]1. No catalyst specified. The product is [S:43]1[C:44]2[CH:45]=[CH:21][CH:22]=[CH:23][C:24]=2[C:25]([CH2:20][NH:19][C:14]2[N:13]=[C:12]([NH:11][C:5]3[CH:6]=[CH:7][CH:8]=[C:3]([OH:2])[CH:4]=3)[C:17]([F:18])=[CH:16][N:15]=2)=[CH:47]1. The yield is 0.530. (2) The reactants are [CH:1]1[C:10]2[CH2:9][CH2:8][CH2:7][CH2:6][C:5]=2[CH:4]=[CH:3][C:2]=1[OH:11].[C:12](O)(=[O:14])[CH3:13]. The catalyst is C(Cl)Cl.Cl[Ti](Cl)(Cl)Cl. The product is [OH:11][C:2]1[C:3]([C:12](=[O:14])[CH3:13])=[CH:4][C:5]2[CH2:6][CH2:7][CH2:8][CH2:9][C:10]=2[CH:1]=1. The yield is 0.590. (3) The reactants are [Br:1][C:2]1[N:3]([C:8]2[C:17]3[C:12](=[CH:13][CH:14]=[CH:15][CH:16]=3)[C:11]([CH:18]3[CH2:20][CH2:19]3)=[CH:10][CH:9]=2)[C:4]([SH:7])=[N:5][N:6]=1.Br[C:22]([CH3:29])([CH3:28])[C:23]([O:25][CH2:26][CH3:27])=[O:24].C(N(C(C)C)CC)(C)C. The catalyst is CN(C=O)C. The product is [Br:1][C:2]1[N:3]([C:8]2[C:17]3[C:12](=[CH:13][CH:14]=[CH:15][CH:16]=3)[C:11]([CH:18]3[CH2:20][CH2:19]3)=[CH:10][CH:9]=2)[C:4]([S:7][C:22]([CH3:29])([CH3:28])[C:23]([O:25][CH2:26][CH3:27])=[O:24])=[N:5][N:6]=1. The yield is 0.910. (4) The reactants are [NH2:1][CH:2]([C:5]1[CH:10]=[CH:9][C:8]([F:11])=[C:7]([F:12])[CH:6]=1)[CH2:3][OH:4].[C:13](O[C:13]([O:15][C:16]([CH3:19])([CH3:18])[CH3:17])=[O:14])([O:15][C:16]([CH3:19])([CH3:18])[CH3:17])=[O:14]. The catalyst is C(Cl)(Cl)Cl. The product is [C:16]([O:15][C:13](=[O:14])[NH:1][CH:2]([C:5]1[CH:10]=[CH:9][C:8]([F:11])=[C:7]([F:12])[CH:6]=1)[CH2:3][OH:4])([CH3:19])([CH3:18])[CH3:17]. The yield is 0.740. (5) The reactants are [Cl:1][C:2]1[CH:7]=[CH:6][C:5]([C:8]2[CH:12]=[C:11]([C:13]([F:16])([F:15])[F:14])[NH:10][C:9]=2[C:17]([O:19][CH2:20][CH3:21])=[O:18])=[CH:4][CH:3]=1.C1(P(C2C=CC=CC=2)C2C=CC=CC=2)C=CC=CC=1.[CH2:41](O)[C:42]1[CH:47]=[CH:46][CH:45]=[CH:44][CH:43]=1.CC(OC(/N=N/C(OC(C)C)=O)=O)C. The catalyst is C1COCC1. The product is [CH2:41]([N:10]1[C:11]([C:13]([F:15])([F:16])[F:14])=[CH:12][C:8]([C:5]2[CH:4]=[CH:3][C:2]([Cl:1])=[CH:7][CH:6]=2)=[C:9]1[C:17]([O:19][CH2:20][CH3:21])=[O:18])[C:42]1[CH:47]=[CH:46][CH:45]=[CH:44][CH:43]=1. The yield is 0.970. (6) The reactants are [NH2:1][C:2]1[CH:3]=[C:4]2[C:8](=[CH:9][CH:10]=1)[C:7](=[C:11]1[C:19]3[C:14](=[CH:15][CH:16]=[C:17]([Cl:20])[CH:18]=3)[NH:13][C:12]1=[O:21])[O:6][CH2:5]2.[C:22](Cl)([C:35]1[CH:40]=[CH:39][CH:38]=[CH:37][CH:36]=1)([C:29]1[CH:34]=[CH:33][CH:32]=[CH:31][CH:30]=1)[C:23]1[CH:28]=[CH:27][CH:26]=[CH:25][CH:24]=1.C(N(CC)CC)C. The catalyst is CN(C=O)C. The product is [Cl:20][C:17]1[CH:18]=[C:19]2[C:14](=[CH:15][CH:16]=1)[NH:13][C:12](=[O:21])[C:11]2=[C:7]1[C:8]2[C:4](=[CH:3][C:2]([NH:1][C:22]([C:23]3[CH:28]=[CH:27][CH:26]=[CH:25][CH:24]=3)([C:35]3[CH:36]=[CH:37][CH:38]=[CH:39][CH:40]=3)[C:29]3[CH:30]=[CH:31][CH:32]=[CH:33][CH:34]=3)=[CH:10][CH:9]=2)[CH2:5][O:6]1. The yield is 0.450. (7) The catalyst is ClCCl. The product is [CH3:11][C:2]1[N:13]([CH2:14][C:15]([O:17][CH2:18][CH3:19])=[O:16])[C:5]2[CH2:6][CH2:7][CH2:8][CH2:9][C:4]=2[CH:3]=1. The yield is 0.705. The reactants are O=[C:2]([CH3:11])[CH2:3][CH:4]1[CH2:9][CH2:8][CH2:7][CH2:6][C:5]1=O.Cl.[NH2:13][CH2:14][C:15]([O:17][CH2:18][CH3:19])=[O:16].C(=O)(O)[O-].[Na+].